This data is from Forward reaction prediction with 1.9M reactions from USPTO patents (1976-2016). The task is: Predict the product of the given reaction. (1) Given the reactants [C:1]([O:5][C:6]([N:8]1[CH2:13][CH2:12][CH:11]([C:14]2[CH:15]=[C:16]3[C:25](=[CH:26][CH:27]=2)[O:24][CH2:23][C:22]2[N:17]3[CH:18]([CH3:29])[C:19](=[O:28])[NH:20][N:21]=2)[CH2:10][CH2:9]1)=[O:7])([CH3:4])([CH3:3])[CH3:2].[Br-:30].[Br-].[Br-].C([N+](CCCC)(CCCC)CCCC)CCC.C([N+](CCCC)(CCCC)CCCC)CCC.C([N+](CCCC)(CCCC)CCCC)CCC.[O-]S([O-])(=S)=O.[Na+].[Na+].C([O-])(O)=O.[Na+], predict the reaction product. The product is: [C:1]([O:5][C:6]([N:8]1[CH2:13][CH2:12][CH:11]([C:14]2[CH:15]=[C:16]3[C:25](=[CH:26][C:27]=2[Br:30])[O:24][CH2:23][C:22]2[N:17]3[CH:18]([CH3:29])[C:19](=[O:28])[NH:20][N:21]=2)[CH2:10][CH2:9]1)=[O:7])([CH3:4])([CH3:2])[CH3:3]. (2) Given the reactants C([O:5][C:6](=[O:50])[CH2:7][CH2:8][NH:9][C:10](=[O:49])[CH2:11][C:12]1[CH:17]=[CH:16][CH:15]=[C:14]([O:18][CH2:19][CH2:20][CH2:21][N:22]([CH2:37][C:38]2[CH:43]=[CH:42][CH:41]=[C:40]([C:44]([F:47])([F:46])[F:45])[C:39]=2[Cl:48])[CH2:23][CH:24]([C:31]2[CH:36]=[CH:35][CH:34]=[CH:33][CH:32]=2)[C:25]2[CH:30]=[CH:29][CH:28]=[CH:27][CH:26]=2)[CH:13]=1)(C)(C)C.Cl, predict the reaction product. The product is: [ClH:48].[Cl:48][C:39]1[C:40]([C:44]([F:45])([F:46])[F:47])=[CH:41][CH:42]=[CH:43][C:38]=1[CH2:37][N:22]([CH2:23][CH:24]([C:25]1[CH:30]=[CH:29][CH:28]=[CH:27][CH:26]=1)[C:31]1[CH:32]=[CH:33][CH:34]=[CH:35][CH:36]=1)[CH2:21][CH2:20][CH2:19][O:18][C:14]1[CH:13]=[C:12]([CH2:11][C:10]([NH:9][CH2:8][CH2:7][C:6]([OH:50])=[O:5])=[O:49])[CH:17]=[CH:16][CH:15]=1. (3) Given the reactants [Cl:1][C:2]1[CH:7]=[CH:6][C:5]([C:8]2[N:9]=[C:10]3[CH:15]=[CH:14][C:13]([C:16]4[CH:17]=[C:18]([CH2:22][OH:23])[CH:19]=[CH:20][CH:21]=4)=[CH:12][N:11]3[CH:24]=2)=[CH:4][CH:3]=1.Cl, predict the reaction product. The product is: [ClH:1].[Cl:1][C:2]1[CH:3]=[CH:4][C:5]([C:8]2[N:9]=[C:10]3[CH:15]=[CH:14][C:13]([C:16]4[CH:17]=[C:18]([CH2:22][OH:23])[CH:19]=[CH:20][CH:21]=4)=[CH:12][N:11]3[CH:24]=2)=[CH:6][CH:7]=1. (4) Given the reactants [F:1][C:2]([F:11])([C:7]([F:10])([F:9])[F:8])[CH2:3][CH2:4][CH2:5][OH:6].C(N(CC)CC)C.[CH3:19][S:20](Cl)(=[O:22])=[O:21].O, predict the reaction product. The product is: [CH3:19][S:20]([O:6][CH2:5][CH2:4][CH2:3][C:2]([F:11])([F:1])[C:7]([F:8])([F:9])[F:10])(=[O:22])=[O:21].